From a dataset of Full USPTO retrosynthesis dataset with 1.9M reactions from patents (1976-2016). Predict the reactants needed to synthesize the given product. (1) Given the product [OH:12][CH2:11][C:20]1[CH:19]=[CH:18][CH:17]=[CH:16][C:15]=1[CH2:14][C:13]([N:9]([CH3:10])[NH:8][C:6]([O:5][C:1]([CH3:4])([CH3:3])[CH3:2])=[O:7])=[O:21], predict the reactants needed to synthesize it. The reactants are: [C:1]([O:5][C:6]([NH:8][NH:9][CH3:10])=[O:7])([CH3:4])([CH3:3])[CH3:2].[CH2:11]1[C:20]2[C:15](=[CH:16][CH:17]=[CH:18][CH:19]=2)[CH2:14][C:13](=[O:21])[O:12]1.C(O)(=O)C. (2) Given the product [C:30]([C:26]1[C:25](=[O:33])[C@@:24]2([CH3:34])[C:20]3[C:19]([OH:35])=[CH:18][C:17]([O:36][CH3:37])=[C:16]([C:14]([NH:13][CH2:12][C:8]4[C:9]([CH3:11])=[CH:10][C:5]([OH:4])=[CH:6][C:7]=4[CH3:38])=[O:15])[C:21]=3[O:22][C:23]2=[CH:28][C:27]=1[OH:29])(=[O:32])[CH3:31], predict the reactants needed to synthesize it. The reactants are: C([O:4][C:5]1[CH:10]=[C:9]([CH3:11])[C:8]([CH2:12][NH:13][C:14]([C:16]2[C:21]3[O:22][C:23]4[C@@:24]([CH3:34])([C:25](=[O:33])[C:26]([C:30](=[O:32])[CH3:31])=[C:27]([OH:29])[CH:28]=4)[C:20]=3[C:19]([OH:35])=[CH:18][C:17]=2[O:36][CH3:37])=[O:15])=[C:7]([CH3:38])[CH:6]=1)(=O)C.Cl. (3) The reactants are: [C:1]([C:5]1[C:6]([O:28][CH3:29])=[C:7]([C:19]([C:21]2[CH:26]=[CH:25][N:24]=[C:23](Cl)[CH:22]=2)=[O:20])[CH:8]=[C:9]([C:11]2[C:12]([O:17][CH3:18])=[N:13][CH:14]=[CH:15][CH:16]=2)[CH:10]=1)([CH3:4])([CH3:3])[CH3:2].C(=[NH:43])(C1C=CC=CC=1)C1C=CC=CC=1.C1C=CC(P(C2C(C3C(P(C4C=CC=CC=4)C4C=CC=CC=4)=CC=C4C=3C=CC=C4)=C3C(C=CC=C3)=CC=2)C2C=CC=CC=2)=CC=1.CC(C)([O-])C.[Na+]. Given the product [NH2:43][C:23]1[CH:22]=[C:21]([C:19]([C:7]2[CH:8]=[C:9]([C:11]3[C:12]([O:17][CH3:18])=[N:13][CH:14]=[CH:15][CH:16]=3)[CH:10]=[C:5]([C:1]([CH3:3])([CH3:2])[CH3:4])[C:6]=2[O:28][CH3:29])=[O:20])[CH:26]=[CH:25][N:24]=1, predict the reactants needed to synthesize it. (4) Given the product [F:8][C:9]([F:13])([F:12])[CH2:10][O:11][C:15]1[CH:16]=[N:17][CH:18]=[CH:19][C:20]=1[C:21]1[O:22][C:23]2[CH:29]=[CH:28][C:27]([C:30]([F:33])([F:32])[F:31])=[CH:26][C:24]=2[N:25]=1, predict the reactants needed to synthesize it. The reactants are: [H-].[Na+].CN(C=O)C.[F:8][C:9]([F:13])([F:12])[CH2:10][OH:11].F[C:15]1[CH:16]=[N:17][CH:18]=[CH:19][C:20]=1[C:21]1[O:22][C:23]2[CH:29]=[CH:28][C:27]([C:30]([F:33])([F:32])[F:31])=[CH:26][C:24]=2[N:25]=1.